Dataset: Reaction yield outcomes from USPTO patents with 853,638 reactions. Task: Predict the reaction yield, written as a fraction of the theoretical maximum amount of product (1.0 means a 100% yield; for example, 0.34 means a 34% yield). The reactants are [C:1]([O:5][C:6]([N:8]1[C:12]2[CH:13]=[C:14]([CH2:16][OH:17])[S:15][C:11]=2[C:10]([I:18])=[N:9]1)=[O:7])([CH3:4])([CH3:3])[CH3:2].C(N(CC)CC)C.[CH3:26][S:27](Cl)(=[O:29])=[O:28]. The catalyst is ClCCl. The yield is 0.790. The product is [C:1]([O:5][C:6]([N:8]1[C:12]2[CH:13]=[C:14]([CH2:16][O:17][S:27]([CH3:26])(=[O:29])=[O:28])[S:15][C:11]=2[C:10]([I:18])=[N:9]1)=[O:7])([CH3:4])([CH3:2])[CH3:3].